From a dataset of Reaction yield outcomes from USPTO patents with 853,638 reactions. Predict the reaction yield, written as a fraction of the theoretical maximum amount of product (1.0 means a 100% yield; for example, 0.34 means a 34% yield). (1) The yield is 0.900. The product is [CH3:12][C:9]1([CH3:13])[O:10][CH2:11][C:6]([CH:14]=[CH2:15])([C:4]([OH:5])=[O:3])[CH2:7][O:8]1. The catalyst is O1CCCC1.O. The reactants are C([O:3][C:4]([C:6]1([CH:14]=[CH2:15])[CH2:11][O:10][C:9]([CH3:13])([CH3:12])[O:8][CH2:7]1)=[O:5])C.O.[OH-].[Li+].CO. (2) The reactants are [Cl:1][C:2]1[CH:10]=[CH:9][C:5]([C:6](Cl)=[O:7])=[CH:4][N:3]=1.[NH2:11][C:12]1[CH:17]=[N:16][CH:15]=[CH:14][N:13]=1.C1COCC1.C(N(CC)CC)C. The catalyst is C(OCC)(=O)C. The product is [Cl:1][C:2]1[N:3]=[CH:4][C:5]([C:6]([NH:11][C:12]2[CH:17]=[N:16][CH:15]=[CH:14][N:13]=2)=[O:7])=[CH:9][CH:10]=1. The yield is 0.0400. (3) The reactants are [Br:1][C:2]1[CH:3]=[C:4]([N:9]2[C:13](=[O:14])[O:12][N:11]=[C:10]2[C:15]2[C:19]([NH:20][CH2:21][CH2:22][CH2:23][O:24]C)=[N:18][O:17][N:16]=2)[CH:5]=[CH:6][C:7]=1[F:8].B(Br)(Br)Br. The catalyst is ClCCl. The product is [Br:1][C:2]1[CH:3]=[C:4]([N:9]2[C:13](=[O:14])[O:12][N:11]=[C:10]2[C:15]2[C:19]([NH:20][CH2:21][CH2:22][CH2:23][OH:24])=[N:18][O:17][N:16]=2)[CH:5]=[CH:6][C:7]=1[F:8]. The yield is 0.730.